From a dataset of Merck oncology drug combination screen with 23,052 pairs across 39 cell lines. Regression. Given two drug SMILES strings and cell line genomic features, predict the synergy score measuring deviation from expected non-interaction effect. (1) Drug 1: O=C(CCCCCCC(=O)Nc1ccccc1)NO. Drug 2: CC(C)CC(NC(=O)C(Cc1ccccc1)NC(=O)c1cnccn1)B(O)O. Cell line: OVCAR3. Synergy scores: synergy=-15.6. (2) Drug 1: C#Cc1cccc(Nc2ncnc3cc(OCCOC)c(OCCOC)cc23)c1. Drug 2: CNC(=O)c1cc(Oc2ccc(NC(=O)Nc3ccc(Cl)c(C(F)(F)F)c3)cc2)ccn1. Cell line: LNCAP. Synergy scores: synergy=-8.10. (3) Drug 1: CN1C(=O)C=CC2(C)C3CCC4(C)C(NC(=O)OCC(F)(F)F)CCC4C3CCC12. Drug 2: COc1cccc2c1C(=O)c1c(O)c3c(c(O)c1C2=O)CC(O)(C(=O)CO)CC3OC1CC(N)C(O)C(C)O1. Cell line: A2780. Synergy scores: synergy=6.68. (4) Drug 1: COC12C(COC(N)=O)C3=C(C(=O)C(C)=C(N)C3=O)N1CC1NC12. Drug 2: CC1(c2nc3c(C(N)=O)cccc3[nH]2)CCCN1. Cell line: T47D. Synergy scores: synergy=-22.8. (5) Drug 1: C=CCn1c(=O)c2cnc(Nc3ccc(N4CCN(C)CC4)cc3)nc2n1-c1cccc(C(C)(C)O)n1. Drug 2: NC1CCCCC1N.O=C(O)C(=O)O.[Pt+2]. Cell line: A427. Synergy scores: synergy=1.79.